This data is from Reaction yield outcomes from USPTO patents with 853,638 reactions. The task is: Predict the reaction yield, written as a fraction of the theoretical maximum amount of product (1.0 means a 100% yield; for example, 0.34 means a 34% yield). The reactants are [Cl:1][C:2]1[N:3]=[C:4]([O:20][CH:21]2[CH2:25][CH2:24][CH2:23][CH2:22]2)[C:5]2[C:10](I)=[CH:9][N:8]([CH2:12][O:13][CH2:14][CH2:15][Si:16]([CH3:19])([CH3:18])[CH3:17])[C:6]=2[N:7]=1.[CH3:26][NH:27][C:28]([C:30]1[CH:35]=[CH:34][C:33](B(O)O)=[CH:32][CH:31]=1)=[O:29].C(=O)([O-])[O-].[Na+].[Na+].ClCCl. The catalyst is O1CCOCC1.O.Cl[Pd]Cl.C1(P(C2C=CC=CC=2)[C-]2C=CC=C2)C=CC=CC=1.[C-]1(P(C2C=CC=CC=2)C2C=CC=CC=2)C=CC=C1.[Fe+2]. The product is [Cl:1][C:2]1[N:3]=[C:4]([O:20][CH:21]2[CH2:25][CH2:24][CH2:23][CH2:22]2)[C:5]2[C:10]([C:33]3[CH:34]=[CH:35][C:30]([C:28]([NH:27][CH3:26])=[O:29])=[CH:31][CH:32]=3)=[CH:9][N:8]([CH2:12][O:13][CH2:14][CH2:15][Si:16]([CH3:19])([CH3:18])[CH3:17])[C:6]=2[N:7]=1. The yield is 0.625.